Dataset: Full USPTO retrosynthesis dataset with 1.9M reactions from patents (1976-2016). Task: Predict the reactants needed to synthesize the given product. (1) Given the product [CH3:1][O:2][C:3]([NH:5][C@H:6]([C:56]1[CH:57]=[CH:64][CH:63]=[CH:62][CH:72]=1)[C:7]([N:9]1[C@H:14]([C:15]2[NH:16][C:17]([C:20]3[CH:25]=[CH:24][C:23]([C:26]4[CH:27]=[C:28]5[C:52](=[CH:53][CH:54]=4)[C:32]4[NH:33][C:34]([C@@H:36]6[CH2:40][CH2:39][CH2:38][N:37]6[C:41](=[O:51])[C@@H:42]([NH:46][C:47](=[O:50])[O:48][CH3:49])[CH:43]([CH3:44])[CH3:45])=[N:35][C:31]=4[CH:30]=[CH:29]5)=[CH:22][CH:21]=3)=[CH:18][N:19]=2)[C@@H:13]2[CH2:55][C@H:10]1[CH2:11][CH2:12]2)=[O:8])=[O:4], predict the reactants needed to synthesize it. The reactants are: [CH3:1][O:2][C:3]([NH:5][C@@H:6]([C@H:56](OC)[CH3:57])[C:7]([N:9]1[C@H:14]([C:15]2[NH:16][C:17]([C:20]3[CH:25]=[CH:24][C:23]([C:26]4[CH:27]=[C:28]5[C:52](=[CH:53][CH:54]=4)[C:32]4[NH:33][C:34]([C@@H:36]6[CH2:40][CH2:39][CH2:38][N:37]6[C:41](=[O:51])[C@@H:42]([NH:46][C:47](=[O:50])[O:48][CH3:49])[CH:43]([CH3:45])[CH3:44])=[N:35][C:31]=4[CH:30]=[CH:29]5)=[CH:22][CH:21]=3)=[CH:18][N:19]=2)[C@@H:13]2[CH2:55][C@H:10]1[CH2:11][CH2:12]2)=[O:8])=[O:4].CO[C@H:62]([CH3:72])[C@H:63](NC(OC)=O)[C:64](O)=O. (2) Given the product [O:4]=[C:2]1[N:20]([CH:21]2[CH2:22][CH2:23][N:24]([C:27]([O:29][C:30]([CH3:33])([CH3:32])[CH3:31])=[O:28])[CH2:25][CH2:26]2)[C@@H:15]2[CH2:16][CH2:17][CH2:18][CH2:19][C@H:14]2[NH:13]1, predict the reactants needed to synthesize it. The reactants are: Cl[C:2](Cl)([O:4]C(=O)OC(Cl)(Cl)Cl)Cl.[NH2:13][C@@H:14]1[CH2:19][CH2:18][CH2:17][CH2:16][C@H:15]1[NH:20][CH:21]1[CH2:26][CH2:25][N:24]([C:27]([O:29][C:30]([CH3:33])([CH3:32])[CH3:31])=[O:28])[CH2:23][CH2:22]1.C(N(CC)CC)C.[OH-].[Na+]. (3) Given the product [Cl:40][C:37]1[CH:36]=[CH:35][C:34]([CH:8]([C:5]2[CH:4]=[CH:3][C:2]([Cl:1])=[CH:7][CH:6]=2)[C:9]2[CH:10]=[C:11]3[C:16](=[CH:17][CH:18]=2)[N:15]=[C:14]([OH:19])[CH:13]=[C:12]3[NH:20][CH:21]2[CH2:22][CH2:23][NH:24][CH2:25][CH2:26]2)=[CH:39][CH:38]=1, predict the reactants needed to synthesize it. The reactants are: [Cl:1][C:2]1[CH:7]=[CH:6][C:5]([CH:8]([C:34]2[CH:39]=[CH:38][C:37]([Cl:40])=[CH:36][CH:35]=2)[C:9]2[CH:10]=[C:11]3[C:16](=[CH:17][CH:18]=2)[N:15]=[C:14]([OH:19])[CH:13]=[C:12]3[NH:20][CH:21]2[CH2:26][CH2:25][N:24](C(OC(C)(C)C)=O)[CH2:23][CH2:22]2)=[CH:4][CH:3]=1.C(O)(C(F)(F)F)=O.